From a dataset of Catalyst prediction with 721,799 reactions and 888 catalyst types from USPTO. Predict which catalyst facilitates the given reaction. (1) Product: [CH3:28][O:27][C:25]([N:8]1[CH2:7][C:6]2[S:5][C:4]3[N:3]=[C:2]([CH3:1])[C:14]([C:15](=[O:17])[CH3:16])=[C:13]([C:18]4[CH:23]=[CH:22][CH:21]=[CH:20][CH:19]=4)[C:12]=3[C:11]=2[CH2:10][CH2:9]1)=[O:26]. Reactant: [CH3:1][C:2]1[C:14]([C:15](=[O:17])[CH3:16])=[C:13]([C:18]2[CH:23]=[CH:22][CH:21]=[CH:20][CH:19]=2)[C:12]2[C:11]3[CH2:10][CH2:9][NH:8][CH2:7][C:6]=3[S:5][C:4]=2[N:3]=1.Cl[C:25]([O:27][CH3:28])=[O:26].C(=O)([O-])[O-].[K+].[K+]. The catalyst class is: 4. (2) Reactant: [ClH:1].Br[C:3]1[C:7]2=[N:8][CH:9]=[CH:10][CH:11]=[C:6]2[S:5][C:4]=1[NH2:12]. Product: [ClH:1].[S:5]1[C:6]2[C:7](=[N:8][CH:9]=[CH:10][CH:11]=2)[CH:3]=[C:4]1[NH2:12]. The catalyst class is: 19. (3) The catalyst class is: 23. Product: [CH3:1][N:2]1[C:10]2[C:5](=[CH:6][CH:7]=[CH:8][CH:9]=2)[C:4]([C:11](=[O:15])[C:12]([NH:24][CH2:16][CH2:17][C:18]2[CH:23]=[CH:22][CH:21]=[CH:20][CH:19]=2)=[O:14])=[CH:3]1. Reactant: [CH3:1][N:2]1[C:10]2[C:5](=[CH:6][CH:7]=[CH:8][CH:9]=2)[C:4]([C:11](=[O:15])[C:12]([OH:14])=O)=[CH:3]1.[CH2:16]([NH2:24])[CH2:17][C:18]1[CH:23]=[CH:22][CH:21]=[CH:20][CH:19]=1. (4) Reactant: [NH2:1][C:2]1[C:7]([Br:8])=[CH:6][C:5]([F:9])=[CH:4][C:3]=1[SH:10].CN1C(=O)CCC1.[F:18][C:19]([F:30])([F:29])[C:20](O[C:20](=O)[C:19]([F:30])([F:29])[F:18])=O. Product: [Br:8][C:7]1[C:2]2[N:1]=[C:20]([C:19]([F:30])([F:29])[F:18])[S:10][C:3]=2[CH:4]=[C:5]([F:9])[CH:6]=1. The catalyst class is: 13. (5) Reactant: [CH2:1]([N:4]1[C:12]2[CH:11]=[CH:10][C:9]([N+:13]([O-])=O)=[CH:8][C:7]=2[CH:6]2[CH2:16][N:17]([CH:20]3[CH2:25][CH2:24][O:23][CH2:22][CH2:21]3)[CH2:18][CH2:19][CH:5]12)[CH:2]=[CH2:3]. Product: [CH2:1]([N:4]1[C:12]2[CH:11]=[CH:10][C:9]([NH2:13])=[CH:8][C:7]=2[C:6]2[CH2:16][N:17]([CH:20]3[CH2:25][CH2:24][O:23][CH2:22][CH2:21]3)[CH2:18][CH2:19][C:5]1=2)[CH2:2][CH3:3]. The catalyst class is: 407. (6) Reactant: Cl.C([S@@]([NH:8][C@H:9]([C:31]1[CH:36]=[C:35]([F:37])[CH:34]=[C:33]([F:38])[CH:32]=1)[CH2:10][CH2:11][C@@:12]1([C:27]([O:29]C)=O)[CH2:16][CH2:15][CH2:14][N:13]1[C:17]([O:19][CH2:20][C:21]1[CH:26]=[CH:25][CH:24]=[CH:23][CH:22]=1)=[O:18])=[O:7])(C)(C)C.C(N(CC)CC)C. Product: [NH4+:8].[OH-:7].[F:38][C:33]1[CH:32]=[C:31]([C@@H:9]2[CH2:10][CH2:11][C@@:12]3([N:13]([C:17]([O:19][CH2:20][C:21]4[CH:22]=[CH:23][CH:24]=[CH:25][CH:26]=4)=[O:18])[CH2:14][CH2:15][CH2:16]3)[C:27](=[O:29])[NH:8]2)[CH:36]=[C:35]([F:37])[CH:34]=1. The catalyst class is: 5. (7) Reactant: [O:1]=[C:2]1[C:6]2([CH2:11][CH2:10][N:9]([CH2:12][CH2:13][CH2:14][C:15](=[O:22])[C:16]3[CH:21]=[CH:20][CH:19]=[CH:18][CH:17]=3)[CH2:8][CH2:7]2)[N:5]([C:23]2[CH:28]=[CH:27][CH:26]=[CH:25][CH:24]=2)[CH2:4][N:3]1[C:29]1[CH:30]=[C:31]([CH:36]=[CH:37][CH:38]=1)[C:32]([O:34]C)=[O:33].O.[OH-].[Li+].Cl.O1CCOCC1. Product: [O:1]=[C:2]1[C:6]2([CH2:7][CH2:8][N:9]([CH2:12][CH2:13][CH2:14][C:15](=[O:22])[C:16]3[CH:17]=[CH:18][CH:19]=[CH:20][CH:21]=3)[CH2:10][CH2:11]2)[N:5]([C:23]2[CH:24]=[CH:25][CH:26]=[CH:27][CH:28]=2)[CH2:4][N:3]1[C:29]1[CH:30]=[C:31]([CH:36]=[CH:37][CH:38]=1)[C:32]([OH:34])=[O:33]. The catalyst class is: 24.